Dataset: Forward reaction prediction with 1.9M reactions from USPTO patents (1976-2016). Task: Predict the product of the given reaction. (1) Given the reactants [Br:1][C:2]1[CH:7]=[CH:6][N:5]=[C:4]2[N:8]([S:12]([C:15]3[CH:20]=[CH:19][C:18]([CH3:21])=[CH:17][CH:16]=3)(=[O:14])=[O:13])[C:9](I)=[CH:10][C:3]=12.[CH2:22]([OH:25])[C:23]#[CH:24], predict the reaction product. The product is: [Br:1][C:2]1[CH:7]=[CH:6][N:5]=[C:4]2[N:8]([S:12]([C:15]3[CH:20]=[CH:19][C:18]([CH3:21])=[CH:17][CH:16]=3)(=[O:14])=[O:13])[C:9]([C:24]#[C:23][CH2:22][OH:25])=[CH:10][C:3]=12. (2) The product is: [CH3:1][C@@H:2]1[CH2:3][CH2:4][C@H:5]([O:8][C:9]2[C:10]([C:31]([F:34])([F:32])[F:33])=[C:11]3[C:16](=[CH:17][CH:18]=2)[C:15]([CH2:19][N:20]2[CH2:25][CH2:24][CH:23]([C:26]([OH:28])=[O:27])[CH2:22][CH2:21]2)=[CH:14][CH:13]=[CH:12]3)[CH2:6][CH2:7]1. Given the reactants [CH3:1][C@@H:2]1[CH2:7][CH2:6][C@H:5]([O:8][C:9]2[C:10]([C:31]([F:34])([F:33])[F:32])=[C:11]3[C:16](=[CH:17][CH:18]=2)[C:15]([CH2:19][N:20]2[CH2:25][CH2:24][CH:23]([C:26]([O:28]CC)=[O:27])[CH2:22][CH2:21]2)=[CH:14][CH:13]=[CH:12]3)[CH2:4][CH2:3]1.[OH-].[Na+].O.Cl, predict the reaction product.